Dataset: Full USPTO retrosynthesis dataset with 1.9M reactions from patents (1976-2016). Task: Predict the reactants needed to synthesize the given product. (1) Given the product [C:19]1([C:7]2([C:1]3[CH:2]=[CH:3][CH:4]=[CH:5][CH:6]=3)[CH2:15][C:14]3[N:13]([CH2:28][O:29][CH2:30][CH2:31][Si:32]([CH3:35])([CH3:34])[CH3:33])[N:12]=[C:11]([C:16]([OH:18])=[O:17])[C:10]=3[CH:9]=[CH:8]2)[CH:24]=[CH:23][CH:22]=[CH:21][CH:20]=1, predict the reactants needed to synthesize it. The reactants are: [C:1]1([C:7]2([C:19]3[CH:24]=[CH:23][CH:22]=[CH:21][CH:20]=3)[CH2:15][C:14]3[NH:13][N:12]=[C:11]([C:16]([OH:18])=[O:17])[C:10]=3[CH:9]=[CH:8]2)[CH:6]=[CH:5][CH:4]=[CH:3][CH:2]=1.[H-].[Na+].Cl[CH2:28][O:29][CH2:30][CH2:31][Si:32]([CH3:35])([CH3:34])[CH3:33].Cl. (2) Given the product [C:20]([N:19]([C:13]1[C:12]([I:23])=[C:11]2[C:16]([C:17](=[O:18])[N:8]([C:5]3[CH:4]=[CH:3][C:2]([Cl:1])=[CH:7][CH:6]=3)[C:9]([CH:24]([CH3:26])[CH3:25])=[N:10]2)=[CH:15][CH:14]=1)[CH2:34][CH2:33][O:32][C:29](=[O:31])[CH3:30])(=[O:22])[CH3:21], predict the reactants needed to synthesize it. The reactants are: [Cl:1][C:2]1[CH:7]=[CH:6][C:5]([N:8]2[C:17](=[O:18])[C:16]3[C:11](=[C:12]([I:23])[C:13]([NH:19][C:20](=[O:22])[CH3:21])=[CH:14][CH:15]=3)[N:10]=[C:9]2[CH:24]([CH3:26])[CH3:25])=[CH:4][CH:3]=1.[H-].[Na+].[C:29]([O:32][CH2:33][CH2:34]Br)(=[O:31])[CH3:30].C(=O)([O-])[O-].[Cs+].[Cs+].[I-].[K+]. (3) Given the product [NH2:8][C:9]1[CH:10]=[CH:11][C:12]([CH:15]([CH3:17])[CH3:16])=[N:13][CH:14]=1, predict the reactants needed to synthesize it. The reactants are: C([NH:8][C:9]1[CH:10]=[CH:11][C:12]([CH:15]([CH3:17])[CH3:16])=[N:13][CH:14]=1)(OC(C)(C)C)=O.Cl.C1(C)C=CC=CC=1.[OH-].[Na+]. (4) Given the product [CH:1]1([CH:4]([C:11]2[CH:16]=[C:15]([O:17][CH2:18][C:19]3[CH:20]=[N:21][C:22]([C:26]4[CH:31]=[C:30]([O:32][CH3:33])[CH:29]=[CH:28][C:27]=4[F:34])=[C:23]([O:25][CH2:38][CH2:37][C:36]([F:41])([F:40])[F:35])[CH:24]=3)[N:14]=[CH:13][N:12]=2)[CH2:5][C:6]([O:8][CH2:9][CH3:10])=[O:7])[CH2:3][CH2:2]1, predict the reactants needed to synthesize it. The reactants are: [CH:1]1([CH:4]([C:11]2[CH:16]=[C:15]([O:17][CH2:18][C:19]3[CH:20]=[N:21][C:22]([C:26]4[CH:31]=[C:30]([O:32][CH3:33])[CH:29]=[CH:28][C:27]=4[F:34])=[C:23]([OH:25])[CH:24]=3)[N:14]=[CH:13][N:12]=2)[CH2:5][C:6]([O:8][CH2:9][CH3:10])=[O:7])[CH2:3][CH2:2]1.[F:35][C:36]([F:41])([F:40])[CH2:37][CH2:38]O.C(C=P(CCCC)(CCCC)CCCC)#N.O. (5) Given the product [ClH:1].[F:23][C:22]1[C:3]([F:2])=[C:4]([O:5][CH2:6][C@@H:7]2[CH2:11][CH2:10][CH2:9][NH:8]2)[CH:19]=[CH:20][C:21]=1[CH2:24][N:25]1[C:33](=[O:34])[C:32]([C:35]([NH:36][C:37]2[CH:42]=[CH:41][C:40]([C:43]([F:45])([F:46])[F:44])=[CH:39][C:38]=2[C:47]2[CH:52]=[C:51]([C:53]([F:54])([F:55])[F:56])[N:50]=[CH:49][N:48]=2)=[O:57])=[C:31]([OH:58])[C:27]2([CH2:28][CH2:29][CH2:30]2)[N:26]1[CH3:59], predict the reactants needed to synthesize it. The reactants are: [ClH:1].[F:2][C:3]1[C:22]([F:23])=[C:21]([CH2:24][N:25]2[C:33](=[O:34])[C:32]([C:35](=[O:57])[NH:36][C:37]3[CH:42]=[CH:41][C:40]([C:43]([F:46])([F:45])[F:44])=[CH:39][C:38]=3[C:47]3[CH:52]=[C:51]([C:53]([F:56])([F:55])[F:54])[N:50]=[CH:49][N:48]=3)=[C:31]([OH:58])[C:27]3([CH2:30][CH2:29][CH2:28]3)[N:26]2[CH3:59])[CH:20]=[CH:19][C:4]=1[O:5][CH2:6][C@@H:7]1[CH2:11][CH2:10][CH2:9][N:8]1C(OC(C)(C)C)=O. (6) Given the product [O:1]1[CH2:4][CH:3]([O:5][S:12]([C:9]2[CH:10]=[CH:11][C:6]([CH3:16])=[CH:7][CH:8]=2)(=[O:14])=[O:13])[CH2:2]1, predict the reactants needed to synthesize it. The reactants are: [O:1]1[CH2:4][CH:3]([OH:5])[CH2:2]1.[C:6]1([CH3:16])[CH:11]=[CH:10][C:9]([S:12](Cl)(=[O:14])=[O:13])=[CH:8][CH:7]=1. (7) Given the product [O:1]1[CH2:6][CH2:5][N:4]([C:7]2[CH:12]=[CH:11][C:10]([NH:13][C:14]3[N:19]=[C:18]([C:20]4[CH:30]=[CH:29][C:23]([C:24]([OH:26])=[O:25])=[CH:22][CH:21]=4)[CH:17]=[CH:16][N:15]=3)=[CH:9][CH:8]=2)[CH2:3][CH2:2]1, predict the reactants needed to synthesize it. The reactants are: [O:1]1[CH2:6][CH2:5][N:4]([C:7]2[CH:12]=[CH:11][C:10]([NH:13][C:14]3[N:19]=[C:18]([C:20]4[CH:30]=[CH:29][C:23]([C:24]([O:26]CC)=[O:25])=[CH:22][CH:21]=4)[CH:17]=[CH:16][N:15]=3)=[CH:9][CH:8]=2)[CH2:3][CH2:2]1.CO.O1CCCC1.[OH-].[Li+].Cl. (8) The reactants are: [NH:1]1[CH2:5][CH2:4][CH2:3][CH2:2]1.CCN(C(C)C)C(C)C.[N:15]1[C:22]([Cl:23])=[N:21][C:19](Cl)=[N:18][C:16]=1Cl.Cl.[C:25]1([S:31]([N:34]2[CH2:39][CH2:38][CH:37]([NH2:40])[CH2:36][CH2:35]2)(=[O:33])=[O:32])[CH:30]=[CH:29][CH:28]=[CH:27][CH:26]=1. Given the product [C:25]1([S:31]([N:34]2[CH2:35][CH2:36][CH:37]([NH:40][C:16]3[N:15]=[C:22]([Cl:23])[N:21]=[C:19]([N:1]4[CH2:5][CH2:4][CH2:3][CH2:2]4)[N:18]=3)[CH2:38][CH2:39]2)(=[O:32])=[O:33])[CH:30]=[CH:29][CH:28]=[CH:27][CH:26]=1, predict the reactants needed to synthesize it.